This data is from Full USPTO retrosynthesis dataset with 1.9M reactions from patents (1976-2016). The task is: Predict the reactants needed to synthesize the given product. Given the product [CH3:30][C:28]1[NH:27][N:26]=[C:25]([NH:24][C:7]2[N:6]3[CH:31]=[C:3]([CH2:2][NH:33][CH3:32])[N:4]=[C:5]3[CH:10]=[C:9]([S:11][C:12]3[CH:17]=[CH:16][C:15]([NH:18][C:19]([CH:21]4[CH2:23][CH2:22]4)=[O:20])=[CH:14][CH:13]=3)[N:8]=2)[CH:29]=1, predict the reactants needed to synthesize it. The reactants are: O[CH2:2][C:3]1[N:4]=[C:5]2[CH:10]=[C:9]([S:11][C:12]3[CH:17]=[CH:16][C:15]([NH:18][C:19]([CH:21]4[CH2:23][CH2:22]4)=[O:20])=[CH:14][CH:13]=3)[N:8]=[C:7]([NH:24][C:25]3[CH:29]=[C:28]([CH3:30])[NH:27][N:26]=3)[N:6]2[CH:31]=1.[CH3:32][NH2:33].